This data is from Full USPTO retrosynthesis dataset with 1.9M reactions from patents (1976-2016). The task is: Predict the reactants needed to synthesize the given product. (1) Given the product [N+:10]([O-:13])([O-:12])=[O:11].[Fe+2:14].[N+:15]([O-:18])([O-:17])=[O:16], predict the reactants needed to synthesize it. The reactants are: O.O.O.O.O.O.O.O.O.[N+:10]([O-:13])([O-:12])=[O:11].[Fe+3:14].[N+:15]([O-:18])([O-:17])=[O:16].[N+]([O-])([O-])=O.C(O)(=O)CC(CC(O)=O)(C(O)=O)O.[N+]([O-])(O)=O.O.O.O.O.O.O.S([O-])([O-])(=O)=O.[Fe+2].[NH4+]. (2) Given the product [ClH:22].[Cl:22][C:23]1[CH:31]=[C:30]([F:32])[CH:29]=[CH:28][C:24]=1[C:25]([NH:21][C:17]1[CH:18]=[CH:19][CH:20]=[C:15]([S:14][CH:11]2[CH2:10][CH2:9][N:8]([CH3:7])[CH2:13][CH2:12]2)[CH:16]=1)=[O:26], predict the reactants needed to synthesize it. The reactants are: N1C=CC=CC=1.[CH3:7][N:8]1[CH2:13][CH2:12][CH:11]([S:14][C:15]2[CH:16]=[C:17]([NH2:21])[CH:18]=[CH:19][CH:20]=2)[CH2:10][CH2:9]1.[Cl:22][C:23]1[CH:31]=[C:30]([F:32])[CH:29]=[CH:28][C:24]=1[C:25](Cl)=[O:26]. (3) The reactants are: [CH3:1][S:2]([C:5]1[CH:6]=[CH:7][C:8]([C:11]2[CH:12]=[CH:13][C:14]3[O:18][C@@H:17]([CH:19]4[CH2:24][CH2:23][NH:22][CH2:21][CH2:20]4)[CH2:16][C:15]=3[CH:25]=2)=[N:9][CH:10]=1)(=[O:4])=[O:3].[C:26](O[C:26]([O:28][C:29]([CH3:32])([CH3:31])[CH3:30])=[O:27])([O:28][C:29]([CH3:32])([CH3:31])[CH3:30])=[O:27]. Given the product [C:29]([O:28][C:26]([N:22]1[CH2:23][CH2:24][CH:19]([C@H:17]2[CH2:16][C:15]3[CH:25]=[C:11]([C:8]4[CH:7]=[CH:6][C:5]([S:2]([CH3:1])(=[O:4])=[O:3])=[CH:10][N:9]=4)[CH:12]=[CH:13][C:14]=3[O:18]2)[CH2:20][CH2:21]1)=[O:27])([CH3:32])([CH3:31])[CH3:30], predict the reactants needed to synthesize it.